From a dataset of Full USPTO retrosynthesis dataset with 1.9M reactions from patents (1976-2016). Predict the reactants needed to synthesize the given product. The reactants are: [C:1]([NH2:9])(=[O:8])[C:2]1[CH:7]=[CH:6][CH:5]=[N:4][CH:3]=1.[Cl:10][C:11]1[CH:19]=[CH:18][C:14]([C:15]([OH:17])=[O:16])=[CH:13][CH:12]=1.[CH2:20](O)C. Given the product [Cl-:10].[C:15]([C:14]1[CH:18]=[CH:19][C:11]([CH2:20][N+:4]2[CH:5]=[CH:6][CH:7]=[C:2]([C:1](=[O:8])[NH2:9])[CH:3]=2)=[CH:12][CH:13]=1)([OH:17])=[O:16], predict the reactants needed to synthesize it.